From a dataset of Experimentally validated miRNA-target interactions with 360,000+ pairs, plus equal number of negative samples. Binary Classification. Given a miRNA mature sequence and a target amino acid sequence, predict their likelihood of interaction. (1) The miRNA is hsa-miR-6796-3p with sequence GAAGCUCUCCCCUCCCCGCAG. The protein sequence of the target gene is MQPPWGLALPLLLPWVTGGVGTSPWDYGLSALAHQPGVCQYGTKMACCYGWKRNNKGVCEAMCEPRCKFGECVGPNKCRCFPGYTGKTCTQDVNECGVKPRPCQHRCVNTHGSYKCFCLSGHMLLPDATCSNSRTCARLNCQYGCEDTEEGPRCVCPSSGLRLGPNGRVCLDIDECASSKAVCPSNRRCVNTFGSYYCKCHIGFELKYIGRRYDCVDINECALNTHPCSPHANCLNTRGSFKCKCKQGYRGNGLQCSVIPEHSVKEILTAPGTIKDRIKKLLAHKRTMKKKVKLKMVTPR.... Result: 0 (no interaction). (2) The miRNA is hsa-miR-1295b-3p with sequence AAUAGGCCACGGAUCUGGGCAA. The protein sequence of the target gene is MGNILTCRVHPSVSLEFDQQQGSVCPSESEIYEAGAGDRMAGAPMAAAVQPAEVTVEVGEDLHMHHVRDREMPEALEFNPSANPEASTIFQRNSQTDVVEIRRSNCTNHVSTVRFSQQYSLCSTIFLDDSTAIQHYLTMTIISVTLEIPHHITQRDADRSLSIPDEQLHSFAVSTVHIMKKRNGGGSLNNYSSSIPSTPSTSQEDPQFSVPPTANTPTPVCKRSMRWSNLFTSEKGSDPDKERKAPENHADTIGSGRAIPIKQGMLLKRSGKWLKTWKKKYVTLCSNGVLTYYSSLGDYM.... Result: 0 (no interaction). (3) The miRNA is hsa-miR-23a-3p with sequence AUCACAUUGCCAGGGAUUUCC. The protein sequence of the target gene is MNLLPNIESPVTRQEKMATVWDEAEQDGIGEEVLKMSTEEIIQRTRLLDSEIKIMKSEVLRVTHELQAMKDKIKENSEKIKVNKTLPYLVSNVIELLDVDPNDQEEDGANIDLDSQRKGKCAVIKTSTRQTYFLPVIGLVDAEKLKPGDLVGVNKDSYLILETLPTEYDSRVKAMEVDERPTEQYSDIGGLDKQIQELVEAIVLPMNHKEKFENLGIQPPKGVLMYGPPGTGKTLLARACAAQTKATFLKLAGPQLVQMFIGDGAKLVRDAFALAKEKAPSIIFIDELDAIGTKRFDSEK.... Result: 1 (interaction).